From a dataset of Forward reaction prediction with 1.9M reactions from USPTO patents (1976-2016). Predict the product of the given reaction. Given the reactants I[CH2:2][CH2:3][C:4]1[CH:13]=[CH:12][C:7]([C:8]([O:10][CH3:11])=[O:9])=[CH:6][CH:5]=1.C(=O)([O-])[O-].[Na+].[Na+].[F:20][C:21]1[CH:22]=[CH:23][C:24]([O:45][CH2:46][C:47]2[CH:52]=[CH:51][C:50]([CH2:53][CH2:54][C:55]3[CH:60]=[CH:59][C:58]([F:61])=[CH:57][CH:56]=3)=[CH:49][CH:48]=2)=[C:25]([CH2:27][CH2:28][NH:29][CH:30]2[CH2:39][CH2:38][CH2:37][C:36]3[N:35]=[C:34]([C:40]([O:42][CH2:43][CH3:44])=[O:41])[CH:33]=[CH:32][C:31]2=3)[CH:26]=1, predict the reaction product. The product is: [F:20][C:21]1[CH:22]=[CH:23][C:24]([O:45][CH2:46][C:47]2[CH:52]=[CH:51][C:50]([CH2:53][CH2:54][C:55]3[CH:56]=[CH:57][C:58]([F:61])=[CH:59][CH:60]=3)=[CH:49][CH:48]=2)=[C:25]([CH2:27][CH2:28][N:29]([CH2:2][CH2:3][C:4]2[CH:13]=[CH:12][C:7]([C:8]([O:10][CH3:11])=[O:9])=[CH:6][CH:5]=2)[CH:30]2[CH2:39][CH2:38][CH2:37][C:36]3[N:35]=[C:34]([C:40]([O:42][CH2:43][CH3:44])=[O:41])[CH:33]=[CH:32][C:31]2=3)[CH:26]=1.